Predict the reaction yield, written as a fraction of the theoretical maximum amount of product (1.0 means a 100% yield; for example, 0.34 means a 34% yield). From a dataset of Reaction yield outcomes from USPTO patents with 853,638 reactions. The reactants are C([N:4]1[C:12]2[C:7](=[CH:8][C:9]([C:13](Cl)=[O:14])=[CH:10][CH:11]=2)[C:6]([C:16]2[CH:21]=[CH:20][C:19]([F:22])=[CH:18][CH:17]=2)=[N:5]1)(=O)C.[CH3:23][O:24]C(C)CN.O.[N:30]1C=C[CH:33]=[CH:32][CH:31]=1. No catalyst specified. The product is [F:22][C:19]1[CH:18]=[CH:17][C:16]([C:6]2[C:7]3[C:12](=[CH:11][CH:10]=[C:9]([C:13]([NH:30][CH2:31][CH2:32][CH2:33][O:24][CH3:23])=[O:14])[CH:8]=3)[NH:4][N:5]=2)=[CH:21][CH:20]=1. The yield is 0.350.